From a dataset of Forward reaction prediction with 1.9M reactions from USPTO patents (1976-2016). Predict the product of the given reaction. (1) Given the reactants [CH3:1][C:2]([O:14][CH2:15][CH2:16][CH3:17])([CH3:13])[CH2:3][NH:4][C:5]1[N:6]=[CH:7][NH:8][C:9]=1[C:10]([NH2:12])=[O:11].C(N=[C:27]=[S:28])(=O)C1C=CC=CC=1, predict the reaction product. The product is: [CH2:15]([O:14][C:2]([CH3:1])([CH3:13])[CH2:3][N:4]1[C:5]2[N:6]=[CH:7][NH:8][C:9]=2[C:10](=[O:11])[NH:12][C:27]1=[S:28])[CH2:16][CH3:17]. (2) Given the reactants [N+:1]([C:4]1[CH:5]=[CH:6][C:7]([C:10]2[CH:15]=[CH:14][CH:13]=[CH:12][CH:11]=2)=[N:8][CH:9]=1)([O-])=O.[CH3:16][C:17]([O:20][C:21](O[C:21]([O:20][C:17]([CH3:19])([CH3:18])[CH3:16])=[O:22])=[O:22])([CH3:19])[CH3:18].[H][H], predict the reaction product. The product is: [C:17]([O:20][C:21](=[O:22])[NH:1][C:4]1[CH:9]=[N:8][C:7]([C:10]2[CH:15]=[CH:14][CH:13]=[CH:12][CH:11]=2)=[CH:6][CH:5]=1)([CH3:19])([CH3:18])[CH3:16].